From a dataset of Forward reaction prediction with 1.9M reactions from USPTO patents (1976-2016). Predict the product of the given reaction. (1) Given the reactants [CH3:1][C:2]1([CH3:18])[CH2:7][CH2:6][CH2:5][CH:4]([S:8][CH2:9][C:10]2[CH:17]=[CH:16][C:13]([C:14]#[N:15])=[CH:12][CH:11]=2)[CH2:3]1.N, predict the reaction product. The product is: [CH3:1][C:2]1([CH3:18])[CH2:7][CH2:6][CH2:5][CH:4]([S:8][CH2:9][C:10]2[CH:17]=[CH:16][C:13]([CH2:14][NH2:15])=[CH:12][CH:11]=2)[CH2:3]1. (2) Given the reactants [OH:1][C:2]1[CH:3]=[CH:4][C:5]([CH3:8])=[N:6][CH:7]=1.F[C:10]1[N:17]=[CH:16][CH:15]=[CH:14][C:11]=1[C:12]#[N:13], predict the reaction product. The product is: [CH3:8][C:5]1[N:6]=[CH:7][C:2]([O:1][C:10]2[N:17]=[CH:16][CH:15]=[CH:14][C:11]=2[C:12]#[N:13])=[CH:3][CH:4]=1. (3) Given the reactants C1(P(C2C=CC=CC=2)C2(P(C3C=CC=CC=3)C3C=CC=CC=3)CC=C3C(C=CC=C3)=C2C2C3C(=CC=CC=3)C=CC=2)C=CC=CC=1.Br[C:48]1[CH:49]=[C:50]2[C:55](=[CH:56][CH:57]=1)[N:54]=[C:53]([CH3:58])[C:52]([CH:59]([OH:61])[CH3:60])=[C:51]2[C:62]1[CH:67]=[CH:66][C:65]([F:68])=[CH:64][CH:63]=1.CC(C)([O-])C.[K+].[NH:75]1[CH2:80][CH2:79][CH2:78][CH2:77][CH2:76]1, predict the reaction product. The product is: [F:68][C:65]1[CH:66]=[CH:67][C:62]([C:51]2[C:50]3[C:55](=[CH:56][CH:57]=[C:48]([N:75]4[CH2:80][CH2:79][CH2:78][CH2:77][CH2:76]4)[CH:49]=3)[N:54]=[C:53]([CH3:58])[C:52]=2[CH:59]([OH:61])[CH3:60])=[CH:63][CH:64]=1.